From a dataset of Reaction yield outcomes from USPTO patents with 853,638 reactions. Predict the reaction yield, written as a fraction of the theoretical maximum amount of product (1.0 means a 100% yield; for example, 0.34 means a 34% yield). (1) The reactants are [C:1]([C:5]1[CH:9]=[C:8]([NH:10][C:11](=[O:36])[NH:12][C:13]2[C:22]3[C:17](=[CH:18][CH:19]=[CH:20][CH:21]=3)[C:16]([O:23][CH2:24][C:25]3[CH:30]=[CH:29][N:28]=[C:27]([NH:31][C:32](=[O:35])[CH2:33]Cl)[CH:26]=3)=[CH:15][CH:14]=2)[N:7]([C:37]2[CH:42]=[CH:41][C:40]([CH3:43])=[CH:39][CH:38]=2)[N:6]=1)([CH3:4])([CH3:3])[CH3:2].C[CH2:45][N:46](C(C)C)C(C)C.CN. The catalyst is C(Cl)Cl.CN(C=O)C. The product is [C:1]([C:5]1[CH:9]=[C:8]([NH:10][C:11](=[O:36])[NH:12][C:13]2[C:22]3[C:17](=[CH:18][CH:19]=[CH:20][CH:21]=3)[C:16]([O:23][CH2:24][C:25]3[CH:30]=[CH:29][N:28]=[C:27]([NH:31][C:32](=[O:35])[CH2:33][NH:46][CH3:45])[CH:26]=3)=[CH:15][CH:14]=2)[N:7]([C:37]2[CH:42]=[CH:41][C:40]([CH3:43])=[CH:39][CH:38]=2)[N:6]=1)([CH3:4])([CH3:3])[CH3:2]. The yield is 0.120. (2) The reactants are [N:1]([CH:4]([O:16][CH2:17][CH2:18][O:19][CH2:20][C:21]([O:23][CH2:24][CH3:25])=[O:22])[CH2:5][O:6][C:7]1[CH:8]=[C:9]([CH:13]=[CH:14][CH:15]=1)[C:10]([OH:12])=O)=[N+:2]=[N-:3].C1C(=O)N(OC(ON2C(=O)CCC2=O)=O)C(=O)C1.FC(F)(F)C(O)=O.[NH2:51][CH2:52][CH2:53][NH:54][C:55](=[O:60])[C:56]([F:59])([F:58])[F:57].C(N(C(C)C)CC)(C)C. The catalyst is CN(C1C=CN=CC=1)C.CN(C=O)C. The product is [CH2:24]([O:23][C:21](=[O:22])[CH2:20][O:19][CH2:18][CH2:17][O:16][CH:4]([N:1]=[N+:2]=[N-:3])[CH2:5][O:6][C:7]1[CH:15]=[CH:14][CH:13]=[C:9]([C:10](=[O:12])[NH:51][CH2:52][CH2:53][NH:54][C:55](=[O:60])[C:56]([F:59])([F:58])[F:57])[CH:8]=1)[CH3:25]. The yield is 0.866. (3) The reactants are [NH2:1][CH2:2][C:3]1[NH:4][C:5](=[O:13])[C:6]2[C:7]([N:12]=1)=[N:8][CH:9]=[N:10][CH:11]=2.CCN(C(C)C)C(C)C.[C:23]1([CH2:29][CH2:30][C:31](Cl)=[O:32])[CH:28]=[CH:27][CH:26]=[CH:25][CH:24]=1. The catalyst is C1COCC1. The product is [O:13]=[C:5]1[C:6]2[C:7](=[N:8][CH:9]=[N:10][CH:11]=2)[N:12]=[C:3]([CH2:2][NH:1][C:31](=[O:32])[CH2:30][CH2:29][C:23]2[CH:28]=[CH:27][CH:26]=[CH:25][CH:24]=2)[NH:4]1. The yield is 0.0380. (4) The reactants are [CH3:1][O:2][CH2:3][O:4][C:5]1[C:6]([C:20](=[O:29])[C:21]2[CH:26]=[CH:25][C:24]([O:27][CH3:28])=[CH:23][CH:22]=2)=[C:7]([CH2:15][C:16]([O:18][CH3:19])=[O:17])[CH:8]=[C:9]([O:11][CH2:12][O:13][CH3:14])[CH:10]=1.II.FC(F)(F)C(O[I:37](C1C=CC=CC=1)OC(=O)C(F)(F)F)=O.S([O-])([O-])(=O)=S.[Na+].[Na+]. The catalyst is ClCCl.O. The product is [CH3:14][O:13][CH2:12][O:11][C:9]1[C:8]([I:37])=[C:7]([CH2:15][C:16]([O:18][CH3:19])=[O:17])[C:6]([C:20](=[O:29])[C:21]2[CH:22]=[CH:23][C:24]([O:27][CH3:28])=[CH:25][CH:26]=2)=[C:5]([O:4][CH2:3][O:2][CH3:1])[CH:10]=1. The yield is 0.960. (5) The reactants are [CH:1](NC(C)C)(C)C.[Br:8][C:9]1[CH:14]=[CH:13][C:12]([I:15])=[C:11]([F:16])[CH:10]=1.CI.O. The catalyst is C1COCC1. The product is [Br:8][C:9]1[CH:14]=[CH:13][C:12]([I:15])=[C:11]([F:16])[C:10]=1[CH3:1]. The yield is 1.00. (6) The reactants are [Br:1][C:2]1[C:3]([NH:11][CH2:12][C:13]#[CH:14])=[N:4][C:5]([S:9][CH3:10])=[N:6][C:7]=1[Cl:8].ClC1C=CC=C(C(OO)=[O:23])C=1. The catalyst is C(Cl)Cl. The product is [Br:1][C:2]1[C:3]([NH:11][CH2:12][C:13]#[CH:14])=[N:4][C:5]([S:9]([CH3:10])=[O:23])=[N:6][C:7]=1[Cl:8]. The yield is 0.905. (7) The reactants are [CH3:1][O:2][C:3]([CH:5]1[CH2:10][CH2:9][CH:8]([C:11](O)=[O:12])[CH2:7][CH2:6]1)=[O:4].B.CSC.CO. The catalyst is C1COCC1. The product is [OH:12][CH2:11][CH:8]1[CH2:7][CH2:6][CH:5]([C:3]([O:2][CH3:1])=[O:4])[CH2:10][CH2:9]1. The yield is 0.900. (8) The reactants are [F:1][C:2]([F:28])([F:27])[CH2:3][O:4][C:5]1[CH:6]=[C:7]([C:11]2[N:12]=[C:13]([CH2:16][N:17]3[CH:21]=[C:20]([C:22]([O:24]CC)=[O:23])[CH:19]=[N:18]3)[S:14][CH:15]=2)[CH:8]=[CH:9][CH:10]=1.[OH-].[Na+].O. The catalyst is C(O)C. The product is [F:28][C:2]([F:1])([F:27])[CH2:3][O:4][C:5]1[CH:6]=[C:7]([C:11]2[N:12]=[C:13]([CH2:16][N:17]3[CH:21]=[C:20]([C:22]([OH:24])=[O:23])[CH:19]=[N:18]3)[S:14][CH:15]=2)[CH:8]=[CH:9][CH:10]=1. The yield is 0.490. (9) The reactants are [CH2:1]([O:3][C:4](=[O:16])[CH:5]([CH2:11][CH:12]([C:14]#[N:15])[CH3:13])[C:6](OCC)=[O:7])[CH3:2].[H][H]. The catalyst is C(O)C.[Pt]=O. The product is [CH2:1]([O:3][C:4]([CH:5]1[CH2:11][CH:12]([CH3:13])[CH2:14][NH:15][C:6]1=[O:7])=[O:16])[CH3:2]. The yield is 0.740. (10) The reactants are C([O:8][C:9]1[CH:26]=[C:12]2[CH2:13][N:14]([C:17]([C:19]3[CH:24]=[CH:23][C:22]([F:25])=[CH:21][CH:20]=3)=[O:18])[CH2:15][CH2:16][N:11]2[N:10]=1)C1C=CC=CC=1. The catalyst is CCOC(C)=O.CN(C=O)C.[OH-].[OH-].[Pd+2]. The product is [F:25][C:22]1[CH:23]=[CH:24][C:19]([C:17]([N:14]2[CH2:15][CH2:16][N:11]3[N:10]=[C:9]([OH:8])[CH:26]=[C:12]3[CH2:13]2)=[O:18])=[CH:20][CH:21]=1. The yield is 0.900.